Task: Predict the product of the given reaction.. Dataset: Forward reaction prediction with 1.9M reactions from USPTO patents (1976-2016) (1) Given the reactants [CH3:1][O:2][C:3]1[CH:33]=[C:32]([O:34][CH3:35])[CH:31]=[CH:30][C:4]=1[CH2:5][N:6]([C:25]1[S:26][CH:27]=[CH:28][N:29]=1)[S:7]([C:10]1[CH:11]=[C:12]2[C:17](=[CH:18][CH:19]=1)[C:16]([CH:20]1[CH2:24][CH2:23][CH2:22][NH:21]1)=[N:15][CH:14]=[CH:13]2)(=[O:9])=[O:8].C(=O)([O-])[O-].[K+].[K+].[CH3:42][O:43][CH2:44][CH2:45]Br.O, predict the reaction product. The product is: [CH3:1][O:2][C:3]1[CH:33]=[C:32]([O:34][CH3:35])[CH:31]=[CH:30][C:4]=1[CH2:5][N:6]([C:25]1[S:26][CH:27]=[CH:28][N:29]=1)[S:7]([C:10]1[CH:11]=[C:12]2[C:17](=[CH:18][CH:19]=1)[C:16]([CH:20]1[CH2:24][CH2:23][CH2:22][N:21]1[CH2:45][CH2:44][O:43][CH3:42])=[N:15][CH:14]=[CH:13]2)(=[O:8])=[O:9]. (2) Given the reactants Br[C:2]1[CH:11]=[C:10]2[C:5]([N:6]=[CH:7][C:8](=[O:19])[N:9]2[CH2:12][C:13]2[CH:18]=[CH:17][CH:16]=[CH:15][CH:14]=2)=[CH:4][CH:3]=1.B1(B2OC(C)(C)C(C)(C)O2)OC(C)(C)C(C)(C)O1.C([O-])(=O)C.[K+].Br[C:44]1[CH:45]=[C:46]([NH:51][S:52]([C:55]2[CH:60]=[CH:59][CH:58]=[CH:57][CH:56]=2)(=[O:54])=[O:53])[C:47]([Cl:50])=[N:48][CH:49]=1.C([O-])([O-])=O.[K+].[K+], predict the reaction product. The product is: [Cl:50][C:47]1[C:46]([NH:51][S:52]([C:55]2[CH:56]=[CH:57][CH:58]=[CH:59][CH:60]=2)(=[O:54])=[O:53])=[CH:45][C:44]([C:2]2[CH:11]=[C:10]3[C:5](=[CH:4][CH:3]=2)[N:6]=[CH:7][C:8](=[O:19])[N:9]3[CH2:12][C:13]2[CH:18]=[CH:17][CH:16]=[CH:15][CH:14]=2)=[CH:49][N:48]=1. (3) Given the reactants [Cl:1][C:2]1[CH:14]=[CH:13][CH:12]=[C:11]([Cl:15])[C:3]=1[CH2:4][N:5]1[CH2:10][CH2:9][NH:8][CH2:7][CH2:6]1.[O:16]=[C:17]1[C:21]([C:28]2[CH:33]=[CH:32][CH:31]=[CH:30][CH:29]=2)([C:22]2[CH:27]=[CH:26][CH:25]=[CH:24][CH:23]=2)[CH2:20][CH2:19][N:18]1[CH2:34][C:35](O)=[O:36].C(N(C(C)C)CC)(C)C, predict the reaction product. The product is: [Cl:1][C:2]1[CH:14]=[CH:13][CH:12]=[C:11]([Cl:15])[C:3]=1[CH2:4][N:5]1[CH2:6][CH2:7][N:8]([C:35](=[O:36])[CH2:34][N:18]2[CH2:19][CH2:20][C:21]([C:22]3[CH:27]=[CH:26][CH:25]=[CH:24][CH:23]=3)([C:28]3[CH:33]=[CH:32][CH:31]=[CH:30][CH:29]=3)[C:17]2=[O:16])[CH2:9][CH2:10]1. (4) Given the reactants [C:1]([O:5][C:6]([N:8]([CH2:32][C:33]1[CH:38]=[CH:37][C:36]([O:39][CH3:40])=[C:35]([O:41][CH3:42])[CH:34]=1)[C:9]1[N:14]2[N:15]=[C:16]([C:18]3[O:19][CH:20]=[CH:21][CH:22]=3)[N:17]=[C:13]2[CH:12]=[C:11]([CH2:23][O:24][Si](C(C)(C)C)(C)C)[N:10]=1)=[O:7])([CH3:4])([CH3:3])[CH3:2].[F-].C([N+](CCCC)(CCCC)CCCC)CCC.CCCCCC.C(OCC)(=O)C, predict the reaction product. The product is: [C:1]([O:5][C:6]([N:8]([CH2:32][C:33]1[CH:38]=[CH:37][C:36]([O:39][CH3:40])=[C:35]([O:41][CH3:42])[CH:34]=1)[C:9]1[N:14]2[N:15]=[C:16]([C:18]3[O:19][CH:20]=[CH:21][CH:22]=3)[N:17]=[C:13]2[CH:12]=[C:11]([CH2:23][OH:24])[N:10]=1)=[O:7])([CH3:4])([CH3:3])[CH3:2]. (5) Given the reactants Cl.[Cl:2][C:3]1[CH:4]=[C:5]([C:10]2[CH:15]=[CH:14][CH:13]=[C:12]([CH2:16][CH:17]([NH2:24])[C:18]3[O:22][N:21]=[C:20]([CH3:23])[N:19]=3)[CH:11]=2)[CH:6]=[CH:7][C:8]=1[F:9].[Cl:25][C:26]1[C:27]([O:45][CH3:46])=[C:28]([C:42](O)=[O:43])[CH:29]=[C:30]([C:32]2[CH:37]=[CH:36][C:35]([C:38]([F:41])([F:40])[F:39])=[CH:34][CH:33]=2)[CH:31]=1, predict the reaction product. The product is: [Cl:2][C:3]1[CH:4]=[C:5]([C:10]2[CH:15]=[CH:14][CH:13]=[C:12]([CH2:16][C@@H:17]([NH:24][C:42]([C:28]3[CH:29]=[C:30]([C:32]4[CH:33]=[CH:34][C:35]([C:38]([F:40])([F:41])[F:39])=[CH:36][CH:37]=4)[CH:31]=[C:26]([Cl:25])[C:27]=3[O:45][CH3:46])=[O:43])[C:18]3[O:22][N:21]=[C:20]([CH3:23])[N:19]=3)[CH:11]=2)[CH:6]=[CH:7][C:8]=1[F:9]. (6) Given the reactants [Cl:1][C:2]1[C:6]([C:7]#N)=[C:5]([C:9]2[CH:14]=[CH:13][CH:12]=[CH:11][CH:10]=2)[S:4][N:3]=1.[OH:15]S(O)(=O)=O.N([O-])=O.[Na+].[OH2:24], predict the reaction product. The product is: [Cl:1][C:2]1[C:6]([C:7]([OH:15])=[O:24])=[C:5]([C:9]2[CH:14]=[CH:13][CH:12]=[CH:11][CH:10]=2)[S:4][N:3]=1. (7) Given the reactants [NH2:1][CH2:2][C@@H:3]1[C@H:8]([CH3:9])[CH2:7][CH2:6][CH2:5][N:4]1[C:10]([C:12]1[CH:17]=[C:16]([CH3:18])[CH:15]=[CH:14][C:13]=1N1C=NC(C(F)(F)F)=N1)=[O:11].CC1C=CC([C:38]2[CH:43]=[CH:42][CH:41]=[CH:40][N:39]=2)=C(C=1)C(O)=O, predict the reaction product. The product is: [NH2:1][CH2:2][C@@H:3]1[C@H:8]([CH3:9])[CH2:7][CH2:6][CH2:5][N:4]1[C:10]([C:12]1[CH:17]=[C:16]([CH3:18])[CH:15]=[CH:14][C:13]=1[C:38]1[CH:43]=[CH:42][CH:41]=[CH:40][N:39]=1)=[O:11]. (8) The product is: [F:13][C:11]1[CH:12]=[C:7]([O:6][CH2:5][CH:2]2[CH2:3][CH2:4][N:1]2[C:23]2[CH:24]=[CH:25][CH:26]=[CH:27][C:22]=2[C:21]([NH2:16])=[O:28])[CH:8]=[N:9][CH:10]=1. Given the reactants [NH:1]1[CH2:4][CH2:3][CH:2]1[CH2:5][O:6][C:7]1[CH:8]=[N:9][CH:10]=[C:11]([F:13])[CH:12]=1.C([N:16](CC)CC)C.[C:21](Cl)(=[O:28])[C:22]1[CH:27]=[CH:26][CH:25]=[CH:24][CH:23]=1, predict the reaction product. (9) The product is: [NH2:7][C@H:6]([C:8]([OH:10])=[O:9])[CH2:5][C:4]1[CH:3]=[CH:2][C:13]([OH:14])=[CH:12][CH:11]=1. Given the reactants Br[C:2]1[CH:3]=[C:4]([CH:11]=[CH:12][C:13]=1[OH:14])[CH2:5][C@@H:6]([C:8]([OH:10])=[O:9])[NH2:7].BrC1C=C(C=C(Br)C=1O)C[C@@H](C(O)=O)N, predict the reaction product. (10) Given the reactants [NH2:1][C:2]1[N:7]=[C:6]([N:8]2[CH2:17][CH2:16][C:15]3[C:10](=[CH:11][C:12]([C:18]4[S:19][CH:20]=[C:21]([C:23]([O:25]CC)=O)[N:22]=4)=[CH:13][CH:14]=3)[CH2:9]2)[CH:5]=[C:4]([N:28]2[CH2:33][CH2:32][N:31]([CH3:34])[CH2:30][CH2:29]2)[N:3]=1.[NH:35]1[CH2:39][CH2:38][CH2:37][CH2:36]1, predict the reaction product. The product is: [CH3:34][N:31]1[CH2:30][CH2:29][N:28]([C:4]2[CH:5]=[C:6]([N:8]3[CH2:17][CH2:16][C:15]4[C:10](=[CH:11][C:12]([C:18]5[S:19][CH:20]=[C:21]([C:23]([N:35]6[CH2:39][CH2:38][CH2:37][CH2:36]6)=[O:25])[N:22]=5)=[CH:13][CH:14]=4)[CH2:9]3)[N:7]=[C:2]([NH2:1])[N:3]=2)[CH2:33][CH2:32]1.